From a dataset of Full USPTO retrosynthesis dataset with 1.9M reactions from patents (1976-2016). Predict the reactants needed to synthesize the given product. (1) Given the product [Cl:9][C:10]1[S:14][C:13]([C:2]2[CH:3]=[C:4]([OH:8])[CH:5]=[CH:6][CH:7]=2)=[CH:12][CH:11]=1, predict the reactants needed to synthesize it. The reactants are: I[C:2]1[CH:3]=[C:4]([OH:8])[CH:5]=[CH:6][CH:7]=1.[Cl:9][C:10]1[S:14][C:13](B(O)O)=[CH:12][CH:11]=1.C([O-])([O-])=O.[Na+].[Na+]. (2) Given the product [S:16]1[CH:17]=[CH:18][N:19]=[C:15]1[N:4]1[CH2:5][CH2:6][N:1]([C:7]([O:9][C:10]([CH3:13])([CH3:12])[CH3:11])=[O:8])[CH2:2][CH2:3]1, predict the reactants needed to synthesize it. The reactants are: [N:1]1([C:7]([O:9][C:10]([CH3:13])([CH3:12])[CH3:11])=[O:8])[CH2:6][CH2:5][NH:4][CH2:3][CH2:2]1.Br[C:15]1[S:16][CH:17]=[CH:18][N:19]=1.C([O-])([O-])=O.[K+].[K+].O. (3) Given the product [O:25]=[C:19]1[NH:20][C:21](=[O:24])[CH:22]=[CH:23][N:18]1[C@@H:3]1[CH2:4][O:5][C@H:6]2[C@@H:7]([O:8][CH:9]([C:12]3[CH:13]=[CH:14][CH:15]=[CH:16][CH:17]=3)[O:10][CH2:11]2)[C@H:2]1[O:1][S:27]([CH3:26])(=[O:29])=[O:28], predict the reactants needed to synthesize it. The reactants are: [OH:1][C@@H:2]1[C@@H:7]2[O:8][CH:9]([C:12]3[CH:17]=[CH:16][CH:15]=[CH:14][CH:13]=3)[O:10][CH2:11][C@H:6]2[O:5][CH2:4][C@H:3]1[N:18]1[CH:23]=[CH:22][C:21](=[O:24])[NH:20][C:19]1=[O:25].[CH3:26][S:27](Cl)(=[O:29])=[O:28]. (4) Given the product [Br:17][CH2:14][C:4]1[N:5]=[C:6]([N:8]2[CH2:13][CH2:12][O:11][CH2:10][CH2:9]2)[CH:7]=[C:2]([Cl:1])[N:3]=1, predict the reactants needed to synthesize it. The reactants are: [Cl:1][C:2]1[CH:7]=[C:6]([N:8]2[CH2:13][CH2:12][O:11][CH2:10][CH2:9]2)[N:5]=[C:4]([CH2:14]O)[N:3]=1.C(Br)(Br)(Br)[Br:17].C1(P(C2C=CC=CC=2)C2C=CC=CC=2)C=CC=CC=1.